From a dataset of Peptide-MHC class I binding affinity with 185,985 pairs from IEDB/IMGT. Regression. Given a peptide amino acid sequence and an MHC pseudo amino acid sequence, predict their binding affinity value. This is MHC class I binding data. (1) The peptide sequence is SMHFYGWSL. The MHC is HLA-A02:02 with pseudo-sequence HLA-A02:02. The binding affinity (normalized) is 0.705. (2) The peptide sequence is WTIGYDTIY. The MHC is HLA-B18:01 with pseudo-sequence HLA-B18:01. The binding affinity (normalized) is 0.0847. (3) The binding affinity (normalized) is 0.0847. The peptide sequence is TELPLAYER. The MHC is HLA-B46:01 with pseudo-sequence HLA-B46:01. (4) The peptide sequence is GSSLQSKHR. The MHC is Patr-A0101 with pseudo-sequence Patr-A0101. The binding affinity (normalized) is 0.107.